From a dataset of NCI-60 drug combinations with 297,098 pairs across 59 cell lines. Regression. Given two drug SMILES strings and cell line genomic features, predict the synergy score measuring deviation from expected non-interaction effect. (1) Drug 1: CC1=C2C(C(=O)C3(C(CC4C(C3C(C(C2(C)C)(CC1OC(=O)C(C(C5=CC=CC=C5)NC(=O)C6=CC=CC=C6)O)O)OC(=O)C7=CC=CC=C7)(CO4)OC(=O)C)O)C)OC(=O)C. Drug 2: CC12CCC3C(C1CCC2O)C(CC4=C3C=CC(=C4)O)CCCCCCCCCS(=O)CCCC(C(F)(F)F)(F)F. Cell line: MCF7. Synergy scores: CSS=33.4, Synergy_ZIP=-12.1, Synergy_Bliss=-10.5, Synergy_Loewe=1.60, Synergy_HSA=2.52. (2) Drug 1: CC1OCC2C(O1)C(C(C(O2)OC3C4COC(=O)C4C(C5=CC6=C(C=C35)OCO6)C7=CC(=C(C(=C7)OC)O)OC)O)O. Drug 2: C1=C(C(=O)NC(=O)N1)F. Cell line: NCI-H460. Synergy scores: CSS=67.8, Synergy_ZIP=-4.22, Synergy_Bliss=-7.29, Synergy_Loewe=-3.60, Synergy_HSA=-1.29. (3) Drug 1: C1CN1P(=S)(N2CC2)N3CC3. Drug 2: C(=O)(N)NO. Cell line: SNB-75. Synergy scores: CSS=6.64, Synergy_ZIP=-2.52, Synergy_Bliss=-2.33, Synergy_Loewe=-7.63, Synergy_HSA=-1.79. (4) Drug 1: C1CCC(C1)C(CC#N)N2C=C(C=N2)C3=C4C=CNC4=NC=N3. Drug 2: CCN(CC)CCNC(=O)C1=C(NC(=C1C)C=C2C3=C(C=CC(=C3)F)NC2=O)C. Cell line: SF-539. Synergy scores: CSS=13.3, Synergy_ZIP=-3.01, Synergy_Bliss=2.02, Synergy_Loewe=1.03, Synergy_HSA=2.83. (5) Drug 1: CCC1=CC2CC(C3=C(CN(C2)C1)C4=CC=CC=C4N3)(C5=C(C=C6C(=C5)C78CCN9C7C(C=CC9)(C(C(C8N6C)(C(=O)OC)O)OC(=O)C)CC)OC)C(=O)OC.C(C(C(=O)O)O)(C(=O)O)O. Drug 2: C(CCl)NC(=O)N(CCCl)N=O. Cell line: HCT116. Synergy scores: CSS=40.3, Synergy_ZIP=-0.0908, Synergy_Bliss=1.51, Synergy_Loewe=-10.3, Synergy_HSA=2.04.